From a dataset of Forward reaction prediction with 1.9M reactions from USPTO patents (1976-2016). Predict the product of the given reaction. (1) Given the reactants Br[C:2]1[CH:3]=[C:4]2[C:9](=[CH:10][CH:11]=1)[CH:8]=[N:7][N:6]=[CH:5]2.Cl[C:13]1[N:18]=[N:17][C:16]([N:19]([CH3:30])[CH:20]2[CH2:25][C:24]([CH3:27])([CH3:26])[NH:23][C:22]([CH3:29])([CH3:28])[CH2:21]2)=[CH:15][CH:14]=1.CC1(C)C(C)(C)OB(B2OC(C)(C)C(C)(C)O2)O1.C([O-])(=O)C.[K+].ClCCl.C(=O)([O-])[O-].[K+].[K+], predict the reaction product. The product is: [CH3:30][N:19]([CH:20]1[CH2:25][C:24]([CH3:27])([CH3:26])[NH:23][C:22]([CH3:29])([CH3:28])[CH2:21]1)[C:16]1[N:17]=[N:18][C:13]([C:2]2[CH:3]=[C:4]3[C:9](=[CH:10][CH:11]=2)[CH:8]=[N:7][N:6]=[CH:5]3)=[CH:14][CH:15]=1. (2) Given the reactants [NH2:1][CH2:2][C@H:3]1[N:8]([C:9]([C:11]2[N:12]=[C:13]([CH3:23])[S:14][C:15]=2[C:16]2[CH:17]=[C:18]([CH3:22])[CH:19]=[CH:20][CH:21]=2)=[O:10])[CH2:7][C@H:6]2[C@@H:4]1[CH2:5]2.[CH3:24][O:25][C:26]1[CH:34]=[CH:33][C:29]([C:30](O)=[O:31])=[CH:28][C:27]=1[CH3:35], predict the reaction product. The product is: [CH3:24][O:25][C:26]1[CH:34]=[CH:33][C:29]([C:30]([NH:1][CH2:2][C@H:3]2[N:8]([C:9]([C:11]3[N:12]=[C:13]([CH3:23])[S:14][C:15]=3[C:16]3[CH:17]=[C:18]([CH3:22])[CH:19]=[CH:20][CH:21]=3)=[O:10])[CH2:7][C@H:6]3[C@@H:4]2[CH2:5]3)=[O:31])=[CH:28][C:27]=1[CH3:35]. (3) The product is: [F:9][C:10]1[CH:15]=[CH:14][C:13]([C:2]2[CH:7]=[CH:6][N:5]=[C:4]([CH3:8])[CH:3]=2)=[CH:12][CH:11]=1. Given the reactants Cl[C:2]1[CH:7]=[CH:6][N:5]=[C:4]([CH3:8])[CH:3]=1.[F:9][C:10]1[CH:15]=[CH:14][C:13](B(O)O)=[CH:12][CH:11]=1.[F-].[K+].C(=O)([O-])[O-].[Na+].[Na+], predict the reaction product. (4) The product is: [Br:36][C:37]1[CH:38]=[C:14]([S:13][C:12]2[N:8]([C:3]3[CH:4]=[CH:5][CH:6]=[CH:7][C:2]=3[Cl:1])[N:9]=[C:10]([C:27]([O:29][CH2:30][CH3:31])=[O:28])[CH:11]=2)[CH:15]=[CH:16][CH:42]=1. Given the reactants [Cl:1][C:2]1[CH:7]=[CH:6][CH:5]=[CH:4][C:3]=1[N:8]1[C:12]([S:13][CH2:14][CH2:15][C:16](OCC(CC)CCCC)=O)=[CH:11][C:10]([C:27]([O:29][CH2:30][CH3:31])=[O:28])=[N:9]1.[O-]CC.[Na+].[Br:36][C:37]1[CH:42]=CC=C(I)[CH:38]=1.C(N(C(C)C)C(C)C)C, predict the reaction product. (5) Given the reactants CC(S[C@@H:5]1[O:10][C@H:9]([CH2:11][OH:12])[C@H:8](O)[C@H:7](O)[C@H:6]1O)C.[NH2:16][CH2:17][CH2:18][C:19]1[CH:24]=[CH:23][C:22]([OH:25])=[CH:21][CH:20]=1, predict the reaction product. The product is: [CH:20]1[C:7]([CH2:8][CH2:9][CH2:11][OH:12])=[CH:6][C:5]([OH:10])=[C:22]([OH:25])[CH:21]=1.[CH:24]1[C:19]([CH2:18][CH2:17][OH:10])=[CH:20][CH:21]=[C:22]([OH:25])[CH:23]=1.[NH2:16][CH2:17][CH2:18][C:19]1[CH:24]=[CH:23][C:22]([OH:25])=[CH:21][CH:20]=1.